Dataset: Full USPTO retrosynthesis dataset with 1.9M reactions from patents (1976-2016). Task: Predict the reactants needed to synthesize the given product. (1) Given the product [F:1][C:2]1[C:7]([C:8]2[CH:13]=[CH:12][C:11]3[O:14][C@H:15]4[CH2:20][CH2:19][N:18]([S:37]([CH2:36][CH:35]([CH3:41])[CH3:34])(=[O:39])=[O:38])[CH2:17][C@@H:16]4[C@@:21]4([CH2:25][O:24][C:23]([NH:26][C:27](=[O:33])[O:28][C:29]([CH3:30])([CH3:32])[CH3:31])=[N:22]4)[C:10]=3[CH:9]=2)=[CH:6][CH:5]=[CH:4][N:3]=1.[F:1][C:2]1[C:7]([C:8]2[CH:13]=[CH:12][C:11]3[O:14][C@H:15]4[CH2:20][CH2:19][N:18]([S:37]([CH2:36][CH:35]([CH3:41])[CH3:34])(=[O:39])=[O:38])[CH2:17][C@@H:16]4[C@:21]4([CH2:25][O:24][C:23]([NH:26][C:27](=[O:33])[O:28][C:29]([CH3:30])([CH3:32])[CH3:31])=[N:22]4)[C:10]=3[CH:9]=2)=[CH:6][CH:5]=[CH:4][N:3]=1, predict the reactants needed to synthesize it. The reactants are: [F:1][C:2]1[C:7]([C:8]2[CH:13]=[CH:12][C:11]3[O:14][C@H:15]4[CH2:20][CH2:19][NH:18][CH2:17][C@@H:16]4[C:21]4([CH2:25][O:24][C:23]([NH:26][C:27](=[O:33])[O:28][C:29]([CH3:32])([CH3:31])[CH3:30])=[N:22]4)[C:10]=3[CH:9]=2)=[CH:6][CH:5]=[CH:4][N:3]=1.[CH3:34][CH:35]([CH3:41])[CH2:36][S:37](Cl)(=[O:39])=[O:38]. (2) Given the product [CH3:27][C:22]1([CH3:28])[C:23]([CH3:26])([CH3:25])[O:24][B:20]([C:2]2[CH:19]=[CH:18][C:5]([NH:6][C:7]3[O:8][C:9]4[CH:15]=[CH:14][C:13]([C:16]#[N:17])=[CH:12][C:10]=4[N:11]=3)=[CH:4][CH:3]=2)[O:21]1, predict the reactants needed to synthesize it. The reactants are: Br[C:2]1[CH:19]=[CH:18][C:5]([NH:6][C:7]2[O:8][C:9]3[CH:15]=[CH:14][C:13]([C:16]#[N:17])=[CH:12][C:10]=3[N:11]=2)=[CH:4][CH:3]=1.[B:20]1([B:20]2[O:24][C:23]([CH3:26])([CH3:25])[C:22]([CH3:28])([CH3:27])[O:21]2)[O:24][C:23]([CH3:26])([CH3:25])[C:22]([CH3:28])([CH3:27])[O:21]1.ClCCl.C([O-])(=O)C.[K+]. (3) Given the product [CH2:14]([N:8]([CH2:1][C:2]1[CH:3]=[CH:4][CH:5]=[CH:6][CH:7]=1)[CH2:9][C@@H:10]([F:13])[CH2:11][O:12][CH3:25])[C:15]1[CH:16]=[CH:17][CH:18]=[CH:19][CH:20]=1, predict the reactants needed to synthesize it. The reactants are: [CH2:1]([N:8]([CH2:14][C:15]1[CH:20]=[CH:19][CH:18]=[CH:17][CH:16]=1)[CH2:9][C@@H:10]([F:13])[CH2:11][OH:12])[C:2]1[CH:7]=[CH:6][CH:5]=[CH:4][CH:3]=1.[H-].[Na+].CI.[CH3:25]N(C=O)C.